Task: Predict which catalyst facilitates the given reaction.. Dataset: Catalyst prediction with 721,799 reactions and 888 catalyst types from USPTO (1) Product: [CH2:12]([O:11][C:9]([C:8]1[CH:1]=[C:2]([C:3]([CH3:6])([CH3:5])[CH3:4])[NH:25][N:24]=1)=[O:10])[CH3:13]. The catalyst class is: 8. Reactant: [CH3:1][C:2](=O)[C:3]([CH3:6])([CH3:5])[CH3:4].[C:8](OCC)(=O)[C:9]([O:11][CH2:12][CH3:13])=[O:10].[O-]CC.[Na+].[Na].O.[NH2:24][NH2:25]. (2) Reactant: [NH:1]1[CH2:6][CH2:5][O:4][CH2:3][CH2:2]1.C(=O)([O-])[O-].[Cs+].[Cs+].[I-].[Cs+].[C:15](=[O:17])=[O:16].[NH2:18][C:19](=[O:62])[C:20]([CH3:61])([CH3:60])[CH2:21][NH:22][C:23]([C@H:25]([CH:57]([CH3:59])[CH3:58])[CH2:26][C@@H:27]1[O:31][CH2:30][N:29]([C:32]([O:34][CH2:35]Cl)=[O:33])[C@H:28]1[CH2:37][C@H:38]([CH2:42][C:43]1[CH:48]=[CH:47][C:46]([O:49][CH3:50])=[C:45]([O:51][CH2:52][CH2:53][CH2:54][O:55][CH3:56])[CH:44]=1)[CH:39]([CH3:41])[CH3:40])=[O:24].C(O)(=O)CC(CC(O)=O)(C(O)=O)O. Product: [N:1]1([C:15]([O:17][CH2:35][O:34][C:32]([N:29]2[C@@H:28]([CH2:37][C@H:38]([CH2:42][C:43]3[CH:48]=[CH:47][C:46]([O:49][CH3:50])=[C:45]([O:51][CH2:52][CH2:53][CH2:54][O:55][CH3:56])[CH:44]=3)[CH:39]([CH3:40])[CH3:41])[C@H:27]([CH2:26][C@H:25]([C:23]([NH:22][CH2:21][C:20]([CH3:61])([CH3:60])[C:19]([NH2:18])=[O:62])=[O:24])[CH:57]([CH3:59])[CH3:58])[O:31][CH2:30]2)=[O:33])=[O:16])[CH2:6][CH2:5][O:4][CH2:3][CH2:2]1. The catalyst class is: 3.